Dataset: Forward reaction prediction with 1.9M reactions from USPTO patents (1976-2016). Task: Predict the product of the given reaction. (1) Given the reactants [Cl:1][C:2]1[CH:3]=[CH:4][C:5]([C:24]#[N:25])=[C:6]([C:8]2[C:17]3[C:16](=[O:18])[CH2:15][CH2:14][CH2:13][C:12]=3[N:11]([CH2:19][C:20](O)=[O:21])[C:10](=[O:23])[CH:9]=2)[CH:7]=1.[NH2:26][C:27]1[CH:39]=[CH:38][C:30]([C:31]([O:33][C:34]([CH3:37])([CH3:36])[CH3:35])=[O:32])=[CH:29][CH:28]=1, predict the reaction product. The product is: [Cl:1][C:2]1[CH:3]=[CH:4][C:5]([C:24]#[N:25])=[C:6]([C:8]2[C:17]3[C:16](=[O:18])[CH2:15][CH2:14][CH2:13][C:12]=3[N:11]([CH2:19][C:20]([NH:26][C:27]3[CH:39]=[CH:38][C:30]([C:31]([O:33][C:34]([CH3:35])([CH3:36])[CH3:37])=[O:32])=[CH:29][CH:28]=3)=[O:21])[C:10](=[O:23])[CH:9]=2)[CH:7]=1. (2) Given the reactants Br[CH2:2][C:3]1[CH:8]=[CH:7][C:6]([C-:9]2[CH:13]=[CH:12][CH:11]=[CH:10]2)=[CH:5][CH:4]=1.[CH-:14]1[CH:18]=[CH:17][CH:16]=[CH:15]1.[Fe+2:19].[C:20]([O-:23])(=[S:22])[CH3:21].[K+], predict the reaction product. The product is: [C:20]([S:22][CH2:2][C:3]1[CH:8]=[CH:7][C:6]([C-:9]2[CH:13]=[CH:12][CH:11]=[CH:10]2)=[CH:5][CH:4]=1)(=[O:23])[CH3:21].[CH-:14]1[CH:18]=[CH:17][CH:16]=[CH:15]1.[Fe+2:19]. (3) Given the reactants [OH:1][C:2]1[CH:21]=[CH:20][C:5]([O:6][CH2:7][CH2:8][N:9]2[CH2:14][CH2:13][CH:12]([C:15]([O:17]CC)=[O:16])[CH2:11][CH2:10]2)=[CH:4][CH:3]=1.Cl[C:23]1[S:24][C:25]2[C:30]([N:31]=1)=[CH:29][CH:28]=[CH:27][N:26]=2.C([O-])([O-])=O.[Cs+].[Cs+].[OH-].[K+], predict the reaction product. The product is: [N:31]1[C:30]2[C:25](=[N:26][CH:27]=[CH:28][CH:29]=2)[S:24][C:23]=1[O:1][C:2]1[CH:3]=[CH:4][C:5]([O:6][CH2:7][CH2:8][N:9]2[CH2:10][CH2:11][CH:12]([C:15]([OH:17])=[O:16])[CH2:13][CH2:14]2)=[CH:20][CH:21]=1. (4) Given the reactants O[O:2][S:3]([O-:5])=O.[K+].[F:7][C:8]1[CH:9]=[N:10][C:11]([O:24][C:25]2[CH:30]=[CH:29][CH:28]=[C:27](SC)[CH:26]=2)=[C:12]([CH:23]=1)[C:13]([NH:15][C@H:16]1[CH2:21][CH2:20][CH2:19][CH2:18][C@H:17]1[OH:22])=[O:14].O.[CH:34](O)(C)C, predict the reaction product. The product is: [F:7][C:8]1[CH:9]=[N:10][C:11]([O:24][C:25]2[CH:26]=[CH:27][CH:28]=[C:29]([S:3]([CH3:34])(=[O:5])=[O:2])[CH:30]=2)=[C:12]([CH:23]=1)[C:13]([NH:15][C@H:16]1[CH2:21][CH2:20][CH2:19][CH2:18][C@H:17]1[OH:22])=[O:14].